Dataset: Reaction yield outcomes from USPTO patents with 853,638 reactions. Task: Predict the reaction yield, written as a fraction of the theoretical maximum amount of product (1.0 means a 100% yield; for example, 0.34 means a 34% yield). The reactants are [C:1]([C:5]1[CH:10]=[CH:9][C:8]([N:11]2[CH:15]([C:16]3[CH:31]=[CH:30][C:19]([NH:20][CH2:21][C:22]4[CH:27]=[CH:26][C:25]([O:28][CH3:29])=[CH:24][CH:23]=4)=[C:18]([N+:32]([O-])=O)[CH:17]=3)[CH2:14][CH2:13][CH:12]2[C:35]2[CH:50]=[CH:49][C:38]([NH:39][CH2:40][C:41]3[CH:46]=[CH:45][C:44]([O:47][CH3:48])=[CH:43][CH:42]=3)=[C:37]([N+:51]([O-])=O)[CH:36]=2)=[CH:7][CH:6]=1)([CH3:4])([CH3:3])[CH3:2]. The catalyst is C1COCC1.C(O)C.C(OCC)(=O)C.[Pt]=O. The product is [C:1]([C:5]1[CH:10]=[CH:9][C:8]([N:11]2[CH:12]([C:35]3[CH:36]=[C:37]([NH2:51])[C:38]([NH:39][CH2:40][C:41]4[CH:46]=[CH:45][C:44]([O:47][CH3:48])=[CH:43][CH:42]=4)=[CH:49][CH:50]=3)[CH2:13][CH2:14][CH:15]2[C:16]2[CH:17]=[C:18]([NH2:32])[C:19]([NH:20][CH2:21][C:22]3[CH:23]=[CH:24][C:25]([O:28][CH3:29])=[CH:26][CH:27]=3)=[CH:30][CH:31]=2)=[CH:7][CH:6]=1)([CH3:4])([CH3:2])[CH3:3]. The yield is 0.280.